The task is: Regression. Given a peptide amino acid sequence and an MHC pseudo amino acid sequence, predict their binding affinity value. This is MHC class I binding data.. This data is from Peptide-MHC class I binding affinity with 185,985 pairs from IEDB/IMGT. (1) The peptide sequence is LLDDGWAGE. The MHC is HLA-A29:02 with pseudo-sequence HLA-A29:02. The binding affinity (normalized) is 0.0847. (2) The peptide sequence is ESVKTQFNY. The MHC is HLA-A29:02 with pseudo-sequence HLA-A29:02. The binding affinity (normalized) is 0.682. (3) The peptide sequence is KYDDRIQSQ. The MHC is HLA-A31:01 with pseudo-sequence HLA-A31:01. The binding affinity (normalized) is 0.0847. (4) The peptide sequence is YLVAYQAFV. The MHC is Patr-B0101 with pseudo-sequence Patr-B0101. The binding affinity (normalized) is 0. (5) The peptide sequence is FTNKLINGY. The MHC is HLA-A69:01 with pseudo-sequence HLA-A69:01. The binding affinity (normalized) is 0.0847. (6) The peptide sequence is YLYIMRVMA. The MHC is HLA-A68:02 with pseudo-sequence HLA-A68:02. The binding affinity (normalized) is 0.0921.